This data is from Full USPTO retrosynthesis dataset with 1.9M reactions from patents (1976-2016). The task is: Predict the reactants needed to synthesize the given product. (1) Given the product [CH2:28]([N:27]1[C:23]([C@H:18]2[CH2:19][CH2:20][CH2:21][CH2:22][C@@H:17]2[O:16][C:13]2[CH:14]=[CH:15][C:10]([S:7]([NH:6][C:31]3[CH:36]=[CH:35][N:34]=[CH:33][N:32]=3)(=[O:8])=[O:9])=[C:11]([F:30])[CH:12]=2)=[CH:24][CH:25]=[N:26]1)[CH3:29], predict the reactants needed to synthesize it. The reactants are: COC1C=C(OC)C=CC=1C[N:6]([C:31]1[CH:36]=[CH:35][N:34]=[CH:33][N:32]=1)[S:7]([C:10]1[CH:15]=[CH:14][C:13]([O:16][C@H:17]2[CH2:22][CH2:21][CH2:20][CH2:19][C@@H:18]2[C:23]2[N:27]([CH2:28][CH3:29])[N:26]=[CH:25][CH:24]=2)=[CH:12][C:11]=1[F:30])(=[O:9])=[O:8].C([SiH](CC)CC)C.FC(F)(F)C(O)=O. (2) Given the product [N+:7]([O-:10])([O-:9])=[O:8].[Ce+3:11].[N+:12]([O-:15])([O-:14])=[O:13].[N+:16]([O-:19])([O-:18])=[O:17], predict the reactants needed to synthesize it. The reactants are: O.O.O.O.O.O.[N+:7]([O-:10])([O-:9])=[O:8].[Ce+3:11].[N+:12]([O-:15])([O-:14])=[O:13].[N+:16]([O-:19])([O-:18])=[O:17]. (3) The reactants are: [C:1]1(=[O:8])[CH2:6][CH2:5][CH2:4][C:3](=[O:7])[CH2:2]1.[CH3:9][S:10][C:11]1[N:20]=[C:19]2[C:14]([CH:15]=[C:16]([C:25](O)=[O:26])[C:17]([C:21]([F:24])([F:23])[F:22])=[N:18]2)=[CH:13][CH:12]=1. Given the product [CH3:9][S:10][C:11]1[N:20]=[C:19]2[C:14]([CH:15]=[C:16]([C:25]([CH:2]3[C:3](=[O:7])[CH2:4][CH2:5][CH2:6][C:1]3=[O:8])=[O:26])[C:17]([C:21]([F:24])([F:23])[F:22])=[N:18]2)=[CH:13][CH:12]=1, predict the reactants needed to synthesize it. (4) Given the product [NH:24]1[C:32]2[C:27](=[CH:28][C:29]([NH:33][C:34]3[CH:42]=[CH:41][CH:40]=[CH:39][C:35]=3[C:36]([NH2:3])=[O:37])=[CH:30][CH:31]=2)[CH:26]=[N:25]1, predict the reactants needed to synthesize it. The reactants are: N.O[N:3]1C2C=CC=CC=2N=N1.Cl.CN(C)CCCN=C=NCC.[NH:24]1[C:32]2[C:27](=[CH:28][C:29]([NH:33][C:34]3[CH:42]=[CH:41][CH:40]=[CH:39][C:35]=3[C:36](O)=[O:37])=[CH:30][CH:31]=2)[CH:26]=[N:25]1.C(=O)([O-])O.[Na+]. (5) Given the product [Cl:31][C:16]1[O:17][C:18]([C:19]2[CH:20]=[CH:21][C:22]([C:25]([F:28])([F:27])[F:26])=[CH:23][CH:24]=2)=[C:14]([CH:13]([O:12][CH3:11])[O:29][CH3:30])[N:15]=1, predict the reactants needed to synthesize it. The reactants are: [Li+].C[Si]([N-][Si](C)(C)C)(C)C.[CH3:11][O:12][CH:13]([O:29][CH3:30])[C:14]1[N:15]=[CH:16][O:17][C:18]=1[C:19]1[CH:24]=[CH:23][C:22]([C:25]([F:28])([F:27])[F:26])=[CH:21][CH:20]=1.[Cl:31]C(Cl)(Cl)C(Cl)(Cl)Cl. (6) Given the product [S:17]([C:13]1[CH:12]=[C:11]([N:8]2[C:4]3=[N:5][CH:6]=[CH:7][C:2]([B:24]([OH:25])[OH:23])=[C:3]3[CH:10]=[N:9]2)[CH:16]=[CH:15][CH:14]=1)(=[O:19])(=[O:18])[NH2:20], predict the reactants needed to synthesize it. The reactants are: I[C:2]1[CH:7]=[CH:6][N:5]=[C:4]2[N:8]([C:11]3[CH:12]=[C:13]([S:17]([NH2:20])(=[O:19])=[O:18])[CH:14]=[CH:15][CH:16]=3)[N:9]=[CH:10][C:3]=12.CC1(C)C(C)(C)[O:25][B:24](B2OC(C)(C)C(C)(C)O2)[O:23]1.C([O-])(=O)C.[K+]. (7) Given the product [CH3:19][S:20]([O:12][CH:10]1[CH2:11][N:8]([CH:7]([C:1]2[CH:2]=[CH:3][CH:4]=[CH:5][CH:6]=2)[C:13]2[CH:14]=[CH:15][CH:16]=[CH:17][CH:18]=2)[CH2:9]1)(=[O:22])=[O:21], predict the reactants needed to synthesize it. The reactants are: [C:1]1([CH:7]([C:13]2[CH:18]=[CH:17][CH:16]=[CH:15][CH:14]=2)[N:8]2[CH2:11][CH:10]([OH:12])[CH2:9]2)[CH:6]=[CH:5][CH:4]=[CH:3][CH:2]=1.[CH3:19][S:20](Cl)(=[O:22])=[O:21]. (8) Given the product [Cl:1][C:2]1[CH:7]=[CH:6][C:5]([CH:8]([C:10]2[CH:11]=[CH:12][C:13]([CH2:16][N:17]3[CH2:18][CH2:19][N:20]([C:23]([O:25][C:26]([CH3:29])([CH3:28])[CH3:27])=[O:24])[CH2:21][CH2:22]3)=[CH:14][CH:15]=2)[OH:9])=[CH:4][CH:3]=1, predict the reactants needed to synthesize it. The reactants are: [Cl:1][C:2]1[CH:7]=[CH:6][C:5]([C:8]([C:10]2[CH:15]=[CH:14][C:13]([CH2:16][N:17]3[CH2:22][CH2:21][N:20]([C:23]([O:25][C:26]([CH3:29])([CH3:28])[CH3:27])=[O:24])[CH2:19][CH2:18]3)=[CH:12][CH:11]=2)=[O:9])=[CH:4][CH:3]=1.ClC1C=CC(C(C2C=CC(CN3CCOCC3)=CC=2)O)=CC=1. (9) The reactants are: I[C:2]1[C:3]([O:8][C:9]2[CH:14]=[CH:13][C:12]([NH:15][C:16]3[CH:21]=[CH:20][CH:19]=[CH:18][N:17]=3)=[CH:11][CH:10]=2)=[N:4][CH:5]=[CH:6][CH:7]=1.C(N(CC)CC)C.[CH2:29]([OH:32])[C:30]#[CH:31]. Given the product [N:17]1[CH:18]=[CH:19][CH:20]=[CH:21][C:16]=1[NH:15][C:12]1[CH:13]=[CH:14][C:9]([O:8][C:3]2[C:2]([C:31]#[C:30][CH2:29][OH:32])=[CH:7][CH:6]=[CH:5][N:4]=2)=[CH:10][CH:11]=1, predict the reactants needed to synthesize it.